Dataset: Choline transporter screen with 302,306 compounds. Task: Binary Classification. Given a drug SMILES string, predict its activity (active/inactive) in a high-throughput screening assay against a specified biological target. (1) The drug is Fc1c(CC2(CCCN(C2)C(=O)c2c(onc2)C)CO)ccc(F)c1. The result is 0 (inactive). (2) The compound is S(=O)(=O)(c1cc2CCN(c2cc1)C(=O)C)CCC(=O)N(Cc1ccccc1)CC. The result is 0 (inactive). (3) The drug is s1c(c(nc1c1sccc1)C)C(=O)NC. The result is 0 (inactive).